From a dataset of Full USPTO retrosynthesis dataset with 1.9M reactions from patents (1976-2016). Predict the reactants needed to synthesize the given product. (1) Given the product [CH3:1][O:2][CH:3]1[CH2:26][N:25]([CH2:27][CH2:28][CH2:29][CH2:30][CH2:31][CH2:32][C:33]([OH:35])=[O:34])[C:6]2=[N:7][C:8]([C:18]3[CH:23]=[CH:22][C:21]([CH3:24])=[CH:20][CH:19]=3)=[C:9]([C:11]3[CH:12]=[CH:13][C:14]([CH3:17])=[CH:15][CH:16]=3)[N:10]=[C:5]2[CH2:4]1, predict the reactants needed to synthesize it. The reactants are: [CH3:1][O:2][CH:3]1[CH2:26][N:25]([CH2:27][CH2:28][CH2:29][CH2:30][CH2:31][CH2:32][C:33]([O:35]CC)=[O:34])[C:6]2=[N:7][C:8]([C:18]3[CH:23]=[CH:22][C:21]([CH3:24])=[CH:20][CH:19]=3)=[C:9]([C:11]3[CH:16]=[CH:15][C:14]([CH3:17])=[CH:13][CH:12]=3)[N:10]=[C:5]2[CH2:4]1.[OH-].[Na+]. (2) Given the product [NH:29]1[CH2:30][CH2:31][CH:27]([CH:4]([N:5]2[CH:9]=[C:8]([C:10]3[C:11]4[CH:18]=[CH:17][N:16]([CH2:19][O:20][CH2:21][CH2:22][Si:23]([CH3:24])([CH3:26])[CH3:25])[C:12]=4[N:13]=[CH:14][N:15]=3)[CH:7]=[N:6]2)[CH2:3][C:1]#[N:2])[CH2:28]1, predict the reactants needed to synthesize it. The reactants are: [C:1]([CH2:3][CH:4]([CH:27]1[CH2:31][CH2:30][N:29](C(OCC2C=CC=CC=2)=O)[CH2:28]1)[N:5]1[CH:9]=[C:8]([C:10]2[C:11]3[CH:18]=[CH:17][N:16]([CH2:19][O:20][CH2:21][CH2:22][Si:23]([CH3:26])([CH3:25])[CH3:24])[C:12]=3[N:13]=[CH:14][N:15]=2)[CH:7]=[N:6]1)#[N:2].[H][H].